This data is from Full USPTO retrosynthesis dataset with 1.9M reactions from patents (1976-2016). The task is: Predict the reactants needed to synthesize the given product. (1) Given the product [Cl:1][C:2]1[C:3]2[N:4]([CH:14]=[C:13]([CH2:16][CH:17]([CH3:19])[CH3:18])[N:12]=2)[C:5]2[C:10]([N:11]=1)=[CH:9][CH:8]=[CH:7][CH:6]=2, predict the reactants needed to synthesize it. The reactants are: [Cl:1][C:2]1[C:3]([NH:12][CH:13]([CH2:16][CH:17]([CH3:19])[CH3:18])[CH:14]=O)=[N:4][C:5]2[C:10]([N:11]=1)=[CH:9][CH:8]=[CH:7][CH:6]=2.FC(F)(F)C(O)=O. (2) Given the product [CH:11]1[C:20]2[C:15](=[CH:16][CH:17]=[CH:18][CH:19]=2)[CH:14]=[CH:13][C:12]=1[CH2:21][C:22]1([NH2:28])[CH2:27][CH2:26][N:25]([C:2]2[C:3]3[CH:10]=[CH:9][NH:8][C:4]=3[N:5]=[CH:6][N:7]=2)[CH2:24][CH2:23]1, predict the reactants needed to synthesize it. The reactants are: Cl[C:2]1[C:3]2[CH:10]=[CH:9][NH:8][C:4]=2[N:5]=[CH:6][N:7]=1.[CH:11]1[C:20]2[C:15](=[CH:16][CH:17]=[CH:18][CH:19]=2)[CH:14]=[CH:13][C:12]=1[CH2:21][C:22]1([NH2:28])[CH2:27][CH2:26][NH:25][CH2:24][CH2:23]1. (3) Given the product [CH3:28][NH:27][C:14]1[C:13]2[C:18](=[CH:19][CH:20]=[C:11]([C:8]3[CH:7]=[CH:6][C:5]([O:4][CH2:3][CH2:2][NH:1][C:36](=[O:38])[CH3:37])=[CH:10][CH:9]=3)[CH:12]=2)[N:17]=[C:16]([C:21]2[CH:22]=[N:23][CH:24]=[CH:25][CH:26]=2)[N:15]=1, predict the reactants needed to synthesize it. The reactants are: [NH2:1][CH2:2][CH2:3][O:4][C:5]1[CH:10]=[CH:9][C:8]([C:11]2[CH:12]=[C:13]3[C:18](=[CH:19][CH:20]=2)[N:17]=[C:16]([C:21]2[CH:22]=[N:23][CH:24]=[CH:25][CH:26]=2)[N:15]=[C:14]3[NH:27][CH3:28])=[CH:7][CH:6]=1.C(N(CC)CC)C.[C:36](OC(=O)C)(=[O:38])[CH3:37].O. (4) Given the product [Br:22][C:20]1[CH:19]=[CH:18][CH:17]=[C:16]([P:8](=[O:23])([C:9]2[N:14]=[C:13]([Br:15])[CH:12]=[CH:11][CH:10]=2)[C:4]2[N:3]=[C:2]([Br:1])[CH:7]=[CH:6][CH:5]=2)[N:21]=1, predict the reactants needed to synthesize it. The reactants are: [Br:1][C:2]1[CH:7]=[CH:6][CH:5]=[C:4]([P:8]([C:16]2[N:21]=[C:20]([Br:22])[CH:19]=[CH:18][CH:17]=2)[C:9]2[N:14]=[C:13]([Br:15])[CH:12]=[CH:11][CH:10]=2)[N:3]=1.[OH:23]O.O. (5) Given the product [CH2:22]([N:11]1[C:12]2[C:7](=[C:6]([OH:36])[C:5]([C:3]([NH:37][CH2:38][CH2:39][C:40]([OH:42])=[O:41])=[O:4])=[N:14][C:13]=2[C:15]2[C:16]([CH3:21])=[N:17][CH:18]=[CH:19][CH:20]=2)[CH:8]=[C:9]([C:30]2[CH:35]=[CH:34][CH:33]=[CH:32][CH:31]=2)[C:10]1=[O:29])[C:23]1[CH:24]=[CH:25][CH:26]=[CH:27][CH:28]=1, predict the reactants needed to synthesize it. The reactants are: CO[C:3]([C:5]1[C:6]([OH:36])=[C:7]2[C:12](=[C:13]([C:15]3[C:16]([CH3:21])=[N:17][CH:18]=[CH:19][CH:20]=3)[N:14]=1)[N:11]([CH2:22][C:23]1[CH:28]=[CH:27][CH:26]=[CH:25][CH:24]=1)[C:10](=[O:29])[C:9]([C:30]1[CH:35]=[CH:34][CH:33]=[CH:32][CH:31]=1)=[CH:8]2)=[O:4].[NH2:37][CH2:38][CH2:39][C:40]([OH:42])=[O:41].C[O-].[Na+]. (6) Given the product [N:15]([CH:3]1[CH2:4][CH2:5][C:1](=[O:6])[CH2:2]1)=[N+:16]=[N-:17], predict the reactants needed to synthesize it. The reactants are: [C:1]1(=[O:6])[CH2:5][CH2:4][CH:3]=[CH:2]1.CC(O)=O.C[Si]([N:15]=[N+:16]=[N-:17])(C)C. (7) The reactants are: [OH:1][CH2:2][C:3]#[C:4][C:5]1[CH:13]=[CH:12][C:11]([C:14]2[N:15]([C:30]([O:32][C:33]([CH3:36])([CH3:35])[CH3:34])=[O:31])[C:16]3[C:21]([CH:22]=2)=[CH:20][C:19]([CH2:23][N:24]2[CH2:29][CH2:28][CH2:27][CH2:26][CH2:25]2)=[CH:18][CH:17]=3)=[C:10]2[C:6]=1[CH2:7][NH:8][C:9]2=[O:37]. Given the product [OH:1][CH2:2][CH2:3][CH2:4][C:5]1[CH:13]=[CH:12][C:11]([C:14]2[N:15]([C:30]([O:32][C:33]([CH3:35])([CH3:34])[CH3:36])=[O:31])[C:16]3[C:21]([CH:22]=2)=[CH:20][C:19]([CH2:23][N:24]2[CH2:29][CH2:28][CH2:27][CH2:26][CH2:25]2)=[CH:18][CH:17]=3)=[C:10]2[C:6]=1[CH2:7][NH:8][C:9]2=[O:37], predict the reactants needed to synthesize it.